From a dataset of HIV replication inhibition screening data with 41,000+ compounds from the AIDS Antiviral Screen. Binary Classification. Given a drug SMILES string, predict its activity (active/inactive) in a high-throughput screening assay against a specified biological target. The drug is CN(C)c1ccc(C=C2C(=O)c3ccccc3C2=O)cc1. The result is 0 (inactive).